This data is from Catalyst prediction with 721,799 reactions and 888 catalyst types from USPTO. The task is: Predict which catalyst facilitates the given reaction. (1) Reactant: C(NC(C)C)(C)C.C([Li])CCC.[Br:13][C:14]1[CH:19]=[CH:18][CH:17]=[C:16]([F:20])[CH:15]=1.CN(C)[CH:23]=[O:24]. Product: [Br:13][C:14]1[CH:19]=[CH:18][CH:17]=[C:16]([F:20])[C:15]=1[CH:23]=[O:24]. The catalyst class is: 7. (2) Reactant: Cl[CH2:2][C:3]([NH:5][C:6]1[CH:7]=[N:8][C:9]([O:12][C:13]2[CH:14]=[C:15]3[C:20](=[CH:21][CH:22]=2)[O:19][CH:18]([C:23]2[CH:28]=[CH:27][CH:26]=[CH:25][CH:24]=2)[CH2:17][CH2:16]3)=[CH:10][CH:11]=1)=[O:4].C(=O)([O-])[O-].[K+].[K+].[CH3:35][CH:36]1[CH2:40][CH2:39][CH:38]([CH3:41])[NH:37]1.O. Product: [CH3:35][CH:36]1[CH2:40][CH2:39][CH:38]([CH3:41])[N:37]1[CH2:2][C:3]([NH:5][C:6]1[CH:7]=[N:8][C:9]([O:12][C:13]2[CH:14]=[C:15]3[C:20](=[CH:21][CH:22]=2)[O:19][CH:18]([C:23]2[CH:28]=[CH:27][CH:26]=[CH:25][CH:24]=2)[CH2:17][CH2:16]3)=[CH:10][CH:11]=1)=[O:4]. The catalyst class is: 10.